From a dataset of Full USPTO retrosynthesis dataset with 1.9M reactions from patents (1976-2016). Predict the reactants needed to synthesize the given product. (1) The reactants are: ClC1C=CC(C2C=CN3[C:14](=[O:17])NN=C3C=2C2C=CN=CC=2)=CC=1.[Cl:24][C:25]1[CH:30]=[CH:29][C:28]([C:31]2[CH:36]=[CH:35][N:34]3[C:37](=[O:51])[N:38]([CH2:40][C:41]4[CH:46]=[CH:45][C:44](S(C)(=O)=O)=[CH:43][CH:42]=4)[N:39]=[C:33]3[C:32]=2[C:52]2[CH:57]=[CH:56][N:55]=[CH:54][CH:53]=2)=[CH:27][CH:26]=1. Given the product [Cl:24][C:25]1[CH:30]=[CH:29][C:28]([C:31]2[CH:36]=[CH:35][N:34]3[C:37](=[O:51])[N:38]([CH2:40][C:41]4[CH:46]=[CH:45][C:44]([O:17][CH3:14])=[CH:43][CH:42]=4)[N:39]=[C:33]3[C:32]=2[C:52]2[CH:57]=[CH:56][N:55]=[CH:54][CH:53]=2)=[CH:27][CH:26]=1, predict the reactants needed to synthesize it. (2) Given the product [O:21]1[CH2:2][CH:1]1[CH:3]1[CH2:12][CH2:11][C:6]2([O:7][CH2:8][CH2:9][O:10]2)[CH2:5][CH2:4]1, predict the reactants needed to synthesize it. The reactants are: [CH:1]([CH:3]1[CH2:12][CH2:11][C:6]2([O:10][CH2:9][CH2:8][O:7]2)[CH2:5][CH2:4]1)=[CH2:2].C1C=C(Cl)C=C(C(OO)=[O:21])C=1. (3) Given the product [C:20]([O:24][C:25]([N:9]1[CH2:10][C:4]2[CH:3]=[C:2]([Br:1])[CH:12]=[N:11][C:5]=2[NH:6][CH2:7][CH2:8]1)=[O:26])([CH3:23])([CH3:22])[CH3:21], predict the reactants needed to synthesize it. The reactants are: [Br:1][C:2]1[CH:12]=[N:11][C:5]2[NH:6][CH2:7][CH2:8][NH:9][CH2:10][C:4]=2[CH:3]=1.CCN(CC)CC.[C:20]([O:24][C:25](O[C:25]([O:24][C:20]([CH3:23])([CH3:22])[CH3:21])=[O:26])=[O:26])([CH3:23])([CH3:22])[CH3:21]. (4) Given the product [OH:5][CH:6]1[CH2:23][CH:22]2[CH:8]([C:9](=[O:35])[N:10]([CH3:34])[CH2:11][CH2:12][CH2:13][CH2:14][CH:15]=[CH:16][CH:17]3[C:19]([C:25]([NH:27][S:28]([CH:31]4[CH2:32][CH2:33]4)(=[O:30])=[O:29])=[O:26])([NH:20][C:21]2=[O:24])[CH2:18]3)[CH2:7]1, predict the reactants needed to synthesize it. The reactants are: C(OC[O:5][CH:6]1[CH2:23][CH:22]2[CH:8]([C:9](=[O:35])[N:10]([CH3:34])[CH2:11][CH2:12][CH2:13][CH2:14][CH:15]=[CH:16][CH:17]3[C:19]([C:25]([NH:27][S:28]([CH:31]4[CH2:33][CH2:32]4)(=[O:30])=[O:29])=[O:26])([NH:20][C:21]2=[O:24])[CH2:18]3)[CH2:7]1)C.C1COCC1.CO.O.Cl.C(=O)([O-])O.[Na+]. (5) Given the product [ClH:6].[C:8]([N:11]1[C:15]2[CH:16]=[CH:17][C:18]([Cl:20])=[CH:19][C:14]=2[S:13][CH:12]1[C:21]1[CH:26]=[C:25]([O:27][CH3:28])[CH:24]=[CH:23][C:22]=1[O:29][CH2:30][CH2:31][CH2:32][N:33]([CH:34]([CH3:35])[CH3:36])[CH2:37][CH2:38][O:39][C:4](=[O:5])[CH2:3][O:2][CH3:1])(=[O:10])[CH3:9], predict the reactants needed to synthesize it. The reactants are: [CH3:1][O:2][CH2:3][C:4]([Cl:6])=[O:5].Cl.[C:8]([N:11]1[C:15]2[CH:16]=[CH:17][C:18]([Cl:20])=[CH:19][C:14]=2[S:13][CH:12]1[C:21]1[CH:26]=[C:25]([O:27][CH3:28])[CH:24]=[CH:23][C:22]=1[O:29][CH2:30][CH2:31][CH2:32][N:33]([CH2:37][CH2:38][OH:39])[CH:34]([CH3:36])[CH3:35])(=[O:10])[CH3:9].C(N(CC)CC)C.O. (6) Given the product [CH3:37][N:36]([CH3:38])[S:33]([C:29]1[CH:28]=[C:27]([NH:26][C:12]([C:11]2[CH:10]=[N:9][N:8]3[C:3]([CH:2]([F:25])[F:1])=[CH:4][C:5]([C:15]4[CH:20]=[CH:19][C:18]([C:21]([F:24])([F:22])[F:23])=[CH:17][CH:16]=4)=[N:6][C:7]=23)=[O:14])[CH:32]=[CH:31][CH:30]=1)(=[O:34])=[O:35], predict the reactants needed to synthesize it. The reactants are: [F:1][CH:2]([F:25])[C:3]1[N:8]2[N:9]=[CH:10][C:11]([C:12]([OH:14])=O)=[C:7]2[N:6]=[C:5]([C:15]2[CH:20]=[CH:19][C:18]([C:21]([F:24])([F:23])[F:22])=[CH:17][CH:16]=2)[CH:4]=1.[NH2:26][C:27]1[CH:28]=[C:29]([S:33]([N:36]([CH3:38])[CH3:37])(=[O:35])=[O:34])[CH:30]=[CH:31][CH:32]=1. (7) Given the product [Cl:21][C:22]1[CH:27]=[CH:26][C:25]([C:28]([CH3:38])([CH3:37])[C:29]([N:31]2[CH2:32][CH2:33][C:34]3([C:14]4[C:13](=[N:12][CH:17]=[CH:16][CH:15]=4)[C:18](=[O:20])[O:19]3)[CH2:35]2)=[O:30])=[CH:24][CH:23]=1, predict the reactants needed to synthesize it. The reactants are: N1CCCCC1.C([Li])CCC.[N:12]1[CH:17]=[CH:16][CH:15]=[CH:14][C:13]=1[C:18]([OH:20])=[O:19].[Cl:21][C:22]1[CH:27]=[CH:26][C:25]([C:28]([CH3:38])([CH3:37])[C:29]([N:31]2[CH2:35][CH2:34][C:33](=O)[CH2:32]2)=[O:30])=[CH:24][CH:23]=1.Cl.C([O-])(O)=O.[Na+]. (8) Given the product [CH3:27][C@H:22]1[CH2:23][CH2:24][CH2:25][C@@H:26]([CH3:28])[N:21]1[C:18]1[N:16]2[CH:17]=[C:12]([O:10][CH:7]3[CH2:8][CH2:9][CH:4]([NH2:3])[CH2:5][CH2:6]3)[CH:13]=[CH:14][C:15]2=[N:20][N:19]=1, predict the reactants needed to synthesize it. The reactants are: [H-].[Na+].[NH2:3][C@H:4]1[CH2:9][CH2:8][C@H:7]([OH:10])[CH2:6][CH2:5]1.F[C:12]1[CH:13]=[CH:14][C:15]2[N:16]([C:18]([N:21]3[CH2:26][CH2:25][CH2:24][CH2:23][C@@H:22]3[CH3:27])=[N:19][N:20]=2)[CH:17]=1.[CH3:28]N(C=O)C. (9) Given the product [CH:15]([C:16]1[C:40]([OH:41])=[C:39]([C:45]([F:46])([F:48])[F:47])[CH:38]=[CH:37][C:17]=1[CH2:18][O:19][C:20]1[CH:25]=[CH:24][C:23]([C:26]2[CH:31]=[CH:30][CH:29]=[C:28]([CH2:32][C:33]([O:35][CH3:36])=[O:34])[CH:27]=2)=[CH:22][CH:21]=1)=[O:14], predict the reactants needed to synthesize it. The reactants are: O.C1(C)C=CC(S(O)(=O)=O)=CC=1.C[O:14][CH:15](OC)[C:16]1[C:40]([O:41]COC)=[C:39]([C:45]([F:48])([F:47])[F:46])[CH:38]=[CH:37][C:17]=1[CH2:18][O:19][C:20]1[CH:25]=[CH:24][C:23]([C:26]2[CH:31]=[CH:30][CH:29]=[C:28]([CH2:32][C:33]([O:35][CH3:36])=[O:34])[CH:27]=2)=[CH:22][CH:21]=1.O.